Dataset: Aqueous solubility values for 9,982 compounds from the AqSolDB database. Task: Regression/Classification. Given a drug SMILES string, predict its absorption, distribution, metabolism, or excretion properties. Task type varies by dataset: regression for continuous measurements (e.g., permeability, clearance, half-life) or binary classification for categorical outcomes (e.g., BBB penetration, CYP inhibition). For this dataset (solubility_aqsoldb), we predict Y. (1) The molecule is O=S(=O)(O)c1cccc(Nc2nc(NCCO)nc(Nc3ccc(/C=C/c4ccc(Nc5nc(NCCO)nc(Nc6cccc(S(=O)(=O)O)c6)n5)cc4S(=O)(=O)O)c(S(=O)(=O)O)c3)n2)c1.[Na+].[Na+].[Na+].[Na+]. The Y is -0.888 log mol/L. (2) The compound is CNCCC(=O)O. The Y is -0.0543 log mol/L. (3) The compound is O=C(O)COc1nc(Cl)c(Cl)cc1Cl. The Y is -2.77 log mol/L. (4) The compound is C=CC(Cl)CCl. The Y is -2.06 log mol/L. (5) The drug is CCOC(=O)C1=NN(c2ccccc2)C(=O)C1. The Y is -3.26 log mol/L.